Predict the reaction yield, written as a fraction of the theoretical maximum amount of product (1.0 means a 100% yield; for example, 0.34 means a 34% yield). From a dataset of Reaction yield outcomes from USPTO patents with 853,638 reactions. (1) The reactants are [N:1]12[CH2:8][CH2:7][C:4]([C:9]([C:17]3[CH:22]=[CH:21][CH:20]=[CH:19][CH:18]=3)([C:11]3[CH:16]=[CH:15][CH:14]=[CH:13][CH:12]=3)[OH:10])([CH2:5][CH2:6]1)[CH2:3][CH2:2]2.[N+:23]([C:26]1[CH:27]=[C:28]([O:32][CH2:33][CH2:34][CH2:35][Br:36])[CH:29]=[CH:30][CH:31]=1)([O-:25])=[O:24]. The catalyst is CC#N. The product is [Br-:36].[OH:10][C:9]([C:17]1[CH:22]=[CH:21][CH:20]=[CH:19][CH:18]=1)([C:11]1[CH:12]=[CH:13][CH:14]=[CH:15][CH:16]=1)[C:4]12[CH2:5][CH2:6][N+:1]([CH2:35][CH2:34][CH2:33][O:32][C:28]3[CH:29]=[CH:30][CH:31]=[C:26]([N+:23]([O-:25])=[O:24])[CH:27]=3)([CH2:2][CH2:3]1)[CH2:8][CH2:7]2. The yield is 0.822. (2) The reactants are Br[C:2]1[CH:7]=[C:6]([CH2:8][S:9]([CH3:12])(=[O:11])=[O:10])[CH:5]=[C:4]([Br:13])[CH:3]=1.[NH4+].[OH-].[CH3:16][N:17](C=O)C. The product is [Br:13][C:4]1[CH:3]=[C:2]([CH:7]=[C:6]([CH2:8][S:9]([CH3:12])(=[O:11])=[O:10])[CH:5]=1)[C:16]#[N:17]. The yield is 0.200. The catalyst is [C-]#N.[C-]#N.[Zn+2].C1C=CC([P]([Pd]([P](C2C=CC=CC=2)(C2C=CC=CC=2)C2C=CC=CC=2)([P](C2C=CC=CC=2)(C2C=CC=CC=2)C2C=CC=CC=2)[P](C2C=CC=CC=2)(C2C=CC=CC=2)C2C=CC=CC=2)(C2C=CC=CC=2)C2C=CC=CC=2)=CC=1. (3) The reactants are [CH3:1][O:2][C:3]1[CH:4]=[C:5]([NH:15][C:16]2[N:17]=[C:18]([CH2:26][CH2:27][CH:28]3[CH2:32][CH2:31][CH2:30][O:29]3)[C:19]3[CH2:25][NH:24][CH2:23][CH2:22][C:20]=3[N:21]=2)[CH:6]=[CH:7][C:8]=1[N:9]1[CH:13]=[C:12]([CH3:14])[N:11]=[CH:10]1.[C:33](OC(=O)C)(=[O:35])[CH3:34]. The catalyst is ClCCl. The product is [CH3:1][O:2][C:3]1[CH:4]=[C:5]([NH:15][C:16]2[N:17]=[C:18]([CH2:26][CH2:27][CH:28]3[CH2:32][CH2:31][CH2:30][O:29]3)[C:19]3[CH2:25][N:24]([C:33](=[O:35])[CH3:34])[CH2:23][CH2:22][C:20]=3[N:21]=2)[CH:6]=[CH:7][C:8]=1[N:9]1[CH:13]=[C:12]([CH3:14])[N:11]=[CH:10]1. The yield is 0.496. (4) The reactants are [CH2:1]([O:3][C:4]([C:6]1[C:7](=[O:22])[C:8]2[C:13]([C:14]=1[C:15]1[CH:20]=[CH:19][CH:18]=[CH:17][CH:16]=1)=[CH:12][CH:11]=[C:10]([CH3:21])[CH:9]=2)=[O:5])[CH3:2].[Br:23]N1C(=O)CCC1=O.N(C(C)(C)C#N)=NC(C)(C)C#N. The catalyst is C(Cl)(Cl)(Cl)Cl.[W]. The product is [CH2:1]([O:3][C:4]([C:6]1[C:7](=[O:22])[C:8]2[C:13]([C:14]=1[C:15]1[CH:20]=[CH:19][CH:18]=[CH:17][CH:16]=1)=[CH:12][CH:11]=[C:10]([CH2:21][Br:23])[CH:9]=2)=[O:5])[CH3:2]. The yield is 0.367. (5) The reactants are FC1C=C(CN)C=NC=1.[N:10]1[CH:15]=[CH:14][CH:13]=[CH:12][C:11]=1[CH2:16][NH2:17].[CH3:18][C:19]1[N:20]=[C:21]([N:27]2[CH2:31][CH2:30][N:29]([CH2:32][CH2:33][CH2:34][C:35]([F:38])([F:37])[F:36])[C:28]2=[O:39])[S:22][C:23]=1[C:24](O)=[O:25]. No catalyst specified. The product is [CH3:18][C:19]1[N:20]=[C:21]([N:27]2[CH2:31][CH2:30][N:29]([CH2:32][CH2:33][CH2:34][C:35]([F:36])([F:37])[F:38])[C:28]2=[O:39])[S:22][C:23]=1[C:24]([NH:17][CH2:16][C:11]1[CH:12]=[CH:13][CH:14]=[CH:15][N:10]=1)=[O:25]. The yield is 0.280. (6) The reactants are [NH2:1][C:2]1[N:7]=[C:6]([NH:8][CH2:9][CH3:10])[C:5](/[CH:11]=[CH:12]/[C:13](OCC)=[O:14])=[C:4]([CH3:18])[N:3]=1.C1CCN2C(=NCCC2)CC1. The catalyst is O. The product is [NH2:1][C:2]1[N:3]=[C:4]([CH3:18])[C:5]2[CH:11]=[CH:12][C:13](=[O:14])[N:8]([CH2:9][CH3:10])[C:6]=2[N:7]=1. The yield is 0.735. (7) The product is [OH:3][CH:4]([CH2:37][OH:38])[CH2:5][C:6]1[CH:11]=[CH:10][C:9]([C:12]2[CH:13]=[CH:14][C:15]([C:18]([OH:20])=[O:19])=[CH:16][CH:17]=2)=[CH:8][C:7]=1[C:23]1[CH:32]=[CH:31][C:30]2[C:29]([CH3:34])([CH3:33])[CH2:28][CH2:27][C:26]([CH3:36])([CH3:35])[C:25]=2[CH:24]=1. The yield is 0.960. The catalyst is O1CCCC1.C(O)C. The reactants are [OH-].[Na+].[OH:3][CH:4]([CH2:37][OH:38])[CH2:5][C:6]1[CH:11]=[CH:10][C:9]([C:12]2[CH:17]=[CH:16][C:15]([C:18]([O:20]CC)=[O:19])=[CH:14][CH:13]=2)=[CH:8][C:7]=1[C:23]1[CH:32]=[CH:31][C:30]2[C:29]([CH3:34])([CH3:33])[CH2:28][CH2:27][C:26]([CH3:36])([CH3:35])[C:25]=2[CH:24]=1.Cl. (8) The reactants are [Cl:1][C:2]1[CH:3]=[C:4]([CH:8]=[CH:9][C:10]=1[Cl:11])[C:5]([OH:7])=O.C1N=CN(C(N2C=NC=C2)=O)C=1.Cl.[NH2:25][CH2:26][C:27]1[CH:35]=[CH:34][CH:33]=[C:32]2[C:28]=1[C:29](=[O:45])[N:30]([CH:37]1[CH2:42][CH2:41][C:40](=[O:43])[NH:39][C:38]1=[O:44])[C:31]2=[O:36].C(N(CC)CC)C. The catalyst is CN(C=O)C. The product is [Cl:1][C:2]1[CH:3]=[C:4]([CH:8]=[CH:9][C:10]=1[Cl:11])[C:5]([NH:25][CH2:26][C:27]1[CH:35]=[CH:34][CH:33]=[C:32]2[C:28]=1[C:29](=[O:45])[N:30]([CH:37]1[CH2:42][CH2:41][C:40](=[O:43])[NH:39][C:38]1=[O:44])[C:31]2=[O:36])=[O:7]. The yield is 0.700. (9) The reactants are [CH3:1][S:2]([C:5]1[CH:6]=[CH:7][C:8]2[O:13][CH2:12][C:11](=[O:14])[NH:10][C:9]=2[CH:15]=1)(=[O:4])=[O:3].[H-].[Na+].CS(O[CH2:23][CH2:24][N:25]1[CH2:30][CH2:29][CH:28]([NH:31][C:32]([O:34][C:35]([CH3:38])([CH3:37])[CH3:36])=[O:33])[CH2:27][CH2:26]1)(=O)=O.C(OC(=O)NC1CCN(CCN2C3C(=CC=C(OC)C=3)C=CC2=O)CC1)(C)(C)C. The catalyst is ClCCl.CO. The product is [C:35]([O:34][C:32](=[O:33])[NH:31][CH:28]1[CH2:29][CH2:30][N:25]([CH2:24][CH2:23][N:10]2[C:9]3[CH:15]=[C:5]([S:2]([CH3:1])(=[O:3])=[O:4])[CH:6]=[CH:7][C:8]=3[O:13][CH2:12][C:11]2=[O:14])[CH2:26][CH2:27]1)([CH3:38])([CH3:37])[CH3:36]. The yield is 0.660. (10) The reactants are [CH3:1][O:2][C:3]1[CH:17]=[C:16]([O:18][CH3:19])[CH:15]=[CH:14][C:4]=1[CH2:5][NH:6][C:7](=[O:13])[O:8][C:9]([CH3:12])([CH3:11])[CH3:10].C([Li])CCC.Cl[CH2:26][O:27][CH3:28]. The catalyst is C1COCC1. The product is [CH3:1][O:2][C:3]1[CH:17]=[C:16]([O:18][CH3:19])[CH:15]=[CH:14][C:4]=1[CH2:5][N:6]([CH2:26][O:27][CH3:28])[C:7](=[O:13])[O:8][C:9]([CH3:12])([CH3:11])[CH3:10]. The yield is 1.04.